This data is from Peptide-MHC class II binding affinity with 134,281 pairs from IEDB. The task is: Regression. Given a peptide amino acid sequence and an MHC pseudo amino acid sequence, predict their binding affinity value. This is MHC class II binding data. (1) The peptide sequence is AFKVAATAANAAPEN. The MHC is DRB1_0802 with pseudo-sequence DRB1_0802. The binding affinity (normalized) is 0.782. (2) The peptide sequence is PGPNITATYGGKWLD. The MHC is DRB1_0101 with pseudo-sequence DRB1_0101. The binding affinity (normalized) is 0.0729. (3) The peptide sequence is LHQNFKDTSMQKTIP. The MHC is HLA-DQA10303-DQB10402 with pseudo-sequence HLA-DQA10303-DQB10402. The binding affinity (normalized) is 0. (4) The peptide sequence is STVFLVPRRHGKTWF. The MHC is DRB5_0101 with pseudo-sequence DRB5_0101. The binding affinity (normalized) is 0.635. (5) The peptide sequence is YESIDNILVKMFKTN. The MHC is HLA-DQA10101-DQB10501 with pseudo-sequence HLA-DQA10101-DQB10501. The binding affinity (normalized) is 0.220. (6) The peptide sequence is IRDKVQKEYALFYKLDVV. The MHC is HLA-DQA10301-DQB10302 with pseudo-sequence HLA-DQA10301-DQB10302. The binding affinity (normalized) is 0.0900. (7) The peptide sequence is FLTGPLNFTGPCKGD. The MHC is HLA-DPA10201-DPB11401 with pseudo-sequence HLA-DPA10201-DPB11401. The binding affinity (normalized) is 0.